This data is from Forward reaction prediction with 1.9M reactions from USPTO patents (1976-2016). The task is: Predict the product of the given reaction. (1) Given the reactants [C:1]([NH:8][CH2:9][CH2:10][NH2:11])([O:3][C:4]([CH3:7])([CH3:6])[CH3:5])=[O:2].[F:12][C:13]([F:20])([F:19])[C:14](OCC)=[O:15], predict the reaction product. The product is: [F:12][C:13]([F:20])([F:19])[C:14]([NH:11][CH2:10][CH2:9][NH:8][C:1](=[O:2])[O:3][C:4]([CH3:5])([CH3:6])[CH3:7])=[O:15]. (2) Given the reactants [Cl:1][C:2]1[CH:7]=[CH:6][C:5]([N:8]2[C:12]([S:13][CH3:14])=[C:11]([C:15]([O:17]C(C)(C)C)=[O:16])[N:10]=[C:9]2[C:22]2[CH:27]=[CH:26][C:25]([Cl:28])=[CH:24][C:23]=2[Cl:29])=[CH:4][CH:3]=1.C(O)(C(F)(F)F)=O, predict the reaction product. The product is: [Cl:1][C:2]1[CH:7]=[CH:6][C:5]([N:8]2[C:12]([S:13][CH3:14])=[C:11]([C:15]([OH:17])=[O:16])[N:10]=[C:9]2[C:22]2[CH:27]=[CH:26][C:25]([Cl:28])=[CH:24][C:23]=2[Cl:29])=[CH:4][CH:3]=1. (3) Given the reactants Br[C:2]1[CH:3]=[C:4]2[C:11](=[CH:12][C:13]=1[O:14][CH3:15])[C:7]1[NH:8][N:9]=[CH:10][C:6]=1[CH2:5]2.[Li]C1C=CC=CC=1.[Li]C(CC)C.CN([CH:31]=[O:32])C, predict the reaction product. The product is: [CH3:15][O:14][C:13]1[CH:12]=[C:11]2[C:4]([CH2:5][C:6]3[CH:10]=[N:9][NH:8][C:7]=32)=[CH:3][C:2]=1[CH:31]=[O:32]. (4) The product is: [CH3:29][O:30][CH2:31][CH2:32][N:1]1[CH2:2][CH2:3][CH:4]([C:7]2[O:11][C:10]([C:12]3[CH:13]=[CH:14][N:15]=[CH:16][CH:17]=3)=[C:9]([C:18]3[CH:19]=[C:20]4[C:24](=[CH:25][CH:26]=3)[C:23](=[N:27][OH:28])[CH2:22][CH2:21]4)[CH:8]=2)[CH2:5][CH2:6]1. Given the reactants [NH:1]1[CH2:6][CH2:5][CH:4]([C:7]2[O:11][C:10]([C:12]3[CH:17]=[CH:16][N:15]=[CH:14][CH:13]=3)=[C:9]([C:18]3[CH:19]=[C:20]4[C:24](=[CH:25][CH:26]=3)[C:23](=[N:27][OH:28])[CH2:22][CH2:21]4)[CH:8]=2)[CH2:3][CH2:2]1.[CH3:29][O:30][CH2:31][CH:32]=O.C([BH3-])#N.C[NH+](C)C.C(O)(=O)C, predict the reaction product. (5) Given the reactants Br[C:2]1[C:3]([Cl:9])=[N:4][C:5]([Cl:8])=[N:6][CH:7]=1.C([Mg]Cl)(C)C.[CH3:15][S:16][C:17]1[N:22]=[C:21]([CH:23]=[O:24])[CH:20]=[CH:19][N:18]=1, predict the reaction product. The product is: [Cl:8][C:5]1[N:4]=[C:3]([Cl:9])[C:2]([CH:23]([C:21]2[CH:20]=[CH:19][N:18]=[C:17]([S:16][CH3:15])[N:22]=2)[OH:24])=[CH:7][N:6]=1. (6) Given the reactants [Cl:1][C:2]1[N:7]=[C:6]2[NH:8][N:9]=[C:10]([OH:11])[C:5]2=[C:4]([CH3:12])[CH:3]=1.[N:13]([CH2:16][CH2:17][C:18]1[S:19][CH:20]=[CH:21][CH:22]=1)=[C:14]=[O:15], predict the reaction product. The product is: [S:19]1[CH:20]=[CH:21][CH:22]=[C:18]1[CH2:17][CH2:16][NH:13][C:14]([N:9]1[C:10](=[O:11])[C:5]2[C:6](=[N:7][C:2]([Cl:1])=[CH:3][C:4]=2[CH3:12])[NH:8]1)=[O:15]. (7) Given the reactants [O:1]([C@@H:9]1[C@@H:16]2[N:12]([C:13](=[O:28])[N:14]([C:18]3[CH:25]=[CH:24][C:21]([C:22]#[N:23])=[C:20]([Cl:26])[C:19]=3[CH3:27])[C@H:15]2[CH3:17])[CH2:11][CH2:10]1)[Si](C(C)(C)C)(C)C.CCCC[N+](CCCC)(CCCC)CCCC.[F-], predict the reaction product. The product is: [OH:1][C@@H:9]1[C@@H:16]2[N:12]([C:13](=[O:28])[N:14]([C:18]3[CH:25]=[CH:24][C:21]([C:22]#[N:23])=[C:20]([Cl:26])[C:19]=3[CH3:27])[C@H:15]2[CH3:17])[CH2:11][CH2:10]1. (8) Given the reactants [CH2:1]([N:3]([CH2:28][CH3:29])[C:4]([C:6]1[CH:7]=[CH:8][C:9]2[C:10](=[C:20]3[CH2:26][CH:25]4[NH:27][CH:22]([CH2:23][CH2:24]4)[CH2:21]3)[C:11]3[C:16]([O:17][C:18]=2[CH:19]=1)=[CH:15][CH:14]=[CH:13][CH:12]=3)=[O:5])[CH3:2].C(O)C.C[Si](I)(C)C, predict the reaction product. The product is: [CH2:28]([N:3]([CH2:1][CH3:2])[C:4]([C:6]1[CH:7]=[CH:8][C:9]2[CH:10]([CH:20]3[CH2:26][CH:25]4[NH:27][CH:22]([CH2:23][CH2:24]4)[CH2:21]3)[C:11]3[C:16]([O:17][C:18]=2[CH:19]=1)=[CH:15][CH:14]=[CH:13][CH:12]=3)=[O:5])[CH3:29]. (9) The product is: [F:1][C:2]([F:7])([F:6])[C:3]([OH:5])=[O:4].[F:8][C:9]([F:14])([F:13])[C:10]([OH:12])=[O:11].[C:17]([N:53]1[CH2:54][CH2:55][N:50]([C:41]2([C:38]3[CH:39]=[CH:40][C:35]([O:5][CH2:3][C:2]4[C:61]5[C:60](=[CH:62][CH:72]=[CH:69][CH:70]=5)[N:59]=[C:56]([CH3:57])[CH:58]=4)=[CH:36][CH:37]=3)[C:42](=[O:49])[NH:43][C:44](=[O:48])[NH:45][C:46]2=[O:47])[CH2:51][CH2:52]1)(=[O:19])[CH3:16]. Given the reactants [F:1][C:2]([F:7])([F:6])[C:3]([OH:5])=[O:4].[F:8][C:9]([F:14])([F:13])[C:10]([OH:12])=[O:11].F[C:16](F)(F)[C:17]([OH:19])=O.CC1C=C(CO[C:35]2[CH:40]=[CH:39][C:38]([C:41]3([N:50]4[CH2:55][CH2:54][NH:53][CH2:52][CH2:51]4)[C:46](=[O:47])[NH:45][C:44](=[O:48])[NH:43][C:42]3=[O:49])=[CH:37][CH:36]=2)C2C(=CC=CC=2)N=1.[CH:56]([N:59](CC)[CH:60]([CH3:62])[CH3:61])([CH3:58])[CH3:57].C(O[C:69](=O)[CH3:70])(=O)C.[C:72]([O-])(O)=O.[Na+], predict the reaction product.